This data is from Catalyst prediction with 721,799 reactions and 888 catalyst types from USPTO. The task is: Predict which catalyst facilitates the given reaction. Reactant: [OH:1][C:2]1[CH:3]=[C:4]([CH2:8][CH2:9][N:10]([CH2:16][C:17]2[O:18][CH:19]=[CH:20][CH:21]=2)[CH2:11][C:12]([NH:14][CH3:15])=[O:13])[CH:5]=[CH:6][CH:7]=1.[Cl:22][CH2:23][C:24]1[CH:29]=[CH:28][CH:27]=[CH:26][C:25]=1[F:30].C([O-])([O-])=O.[K+].[K+].[I-].[K+]. Product: [ClH:22].[F:30][C:25]1[CH:26]=[CH:27][CH:28]=[CH:29][C:24]=1[CH2:23][O:1][C:2]1[CH:3]=[C:4]([CH2:8][CH2:9][N:10]([CH2:16][C:17]2[O:18][CH:19]=[CH:20][CH:21]=2)[CH2:11][C:12]([NH:14][CH3:15])=[O:13])[CH:5]=[CH:6][CH:7]=1. The catalyst class is: 9.